This data is from Catalyst prediction with 721,799 reactions and 888 catalyst types from USPTO. The task is: Predict which catalyst facilitates the given reaction. (1) Reactant: [C:1]([O:5][C:6]([C@@:8]1([CH2:22][OH:23])[CH2:12][C:11](=[O:13])[N:10]([C@@H:14]([C:16]2[CH:21]=[CH:20][CH:19]=[CH:18][CH:17]=2)[CH3:15])[CH2:9]1)=[O:7])([CH3:4])([CH3:3])[CH3:2].[C:24]([O:27][CH2:28][CH2:29]Br)(=[O:26])[CH3:25].[H-].[Na+].[Cl-].[NH4+]. Product: [C:1]([O:5][C:6]([C@@:8]1([CH2:22][O:23][CH2:25][C:24]([O:27][CH2:28][CH3:29])=[O:26])[CH2:12][C:11](=[O:13])[N:10]([C@@H:14]([C:16]2[CH:21]=[CH:20][CH:19]=[CH:18][CH:17]=2)[CH3:15])[CH2:9]1)=[O:7])([CH3:4])([CH3:2])[CH3:3]. The catalyst class is: 7. (2) Product: [CH2:11]([O:9][C:8]([C:4]1[CH:5]=[N:6][NH:7][C:2](=[O:1])[CH:3]=1)=[O:10])[CH3:12]. The catalyst class is: 8. Reactant: [O:1]=[C:2]1[NH:7][N:6]=[CH:5][C:4]([C:8]([OH:10])=[O:9])=[CH:3]1.[C:11](Cl)(=O)[CH3:12].